From a dataset of Forward reaction prediction with 1.9M reactions from USPTO patents (1976-2016). Predict the product of the given reaction. (1) Given the reactants C(O)(C(F)(F)F)=O.[F:8][CH:9]([CH2:24][N:25]1[CH:29]=[C:28]([NH:30][C:31](=[O:38])[CH2:32][N:33]2[CH2:36][CH:35]([F:37])[CH2:34]2)[N:27]=[N:26]1)[CH2:10][CH2:11][N:12]1[CH:16]=[C:15]([C:17]([O:19]C(C)(C)C)=[O:18])[N:14]=[N:13]1.O, predict the reaction product. The product is: [F:8][CH:9]([CH2:24][N:25]1[CH:29]=[C:28]([NH:30][C:31](=[O:38])[CH2:32][N:33]2[CH2:34][CH:35]([F:37])[CH2:36]2)[N:27]=[N:26]1)[CH2:10][CH2:11][N:12]1[CH:16]=[C:15]([C:17]([OH:19])=[O:18])[N:14]=[N:13]1. (2) The product is: [CH3:1][O:2][C:3]1[CH:8]=[C:7]([O:9][CH3:10])[CH:6]=[CH:5][C:4]=1/[C:11](/[NH:23][CH2:22][C:21]([O:20][CH2:19][CH3:25])=[O:24])=[CH:12]/[C:13]([O:15][CH3:16])=[O:14]. Given the reactants [CH3:1][O:2][C:3]1[CH:8]=[C:7]([O:9][CH3:10])[CH:6]=[CH:5][C:4]=1[C:11](=O)[CH2:12][C:13]([O:15][CH3:16])=[O:14].Cl.[CH3:19][O:20][C:21](=[O:24])[CH2:22][NH2:23].[C:25](O)(=O)C.C(N(CC)CC)C, predict the reaction product. (3) The product is: [N+:1]([C:4]1[CH:9]=[C:8]([S:10]([C:13]([F:16])([F:14])[F:15])(=[O:11])=[O:12])[CH:7]=[CH:6][C:5]=1[NH2:17])([O-:3])=[O:2]. Given the reactants [N+:1]([C:4]1[CH:9]=[C:8]([S:10]([C:13]([F:16])([F:15])[F:14])(=[O:12])=[O:11])[CH:7]=[CH:6][C:5]=1[NH:17]C(=O)C)([O-:3])=[O:2], predict the reaction product. (4) Given the reactants [O:1]1[CH2:6][CH:5]=[C:4]([C:7]2[CH:20]=[C:19]([F:21])[C:18]3[O:17][C:16]4[C:11](=[CH:12][C:13]([NH2:22])=[CH:14][CH:15]=4)[C@@:10]4([CH2:27][CH2:26][O:25][C:24]([NH2:28])=[N:23]4)[C:9]=3[CH:8]=2)[CH2:3][CH2:2]1.[H][H], predict the reaction product. The product is: [F:21][C:19]1[C:18]2[O:17][C:16]3[C:11](=[CH:12][C:13]([NH2:22])=[CH:14][CH:15]=3)[C@@:10]3([CH2:27][CH2:26][O:25][C:24]([NH2:28])=[N:23]3)[C:9]=2[CH:8]=[C:7]([CH:4]2[CH2:5][CH2:6][O:1][CH2:2][CH2:3]2)[CH:20]=1. (5) Given the reactants [H-].[Na+].[NH2:3][C:4]1[N:8]([CH2:9][CH2:10][OH:11])[N:7]=[C:6]([OH:12])[C:5]=1[C:13]1[CH:18]=[CH:17][C:16]([CH3:19])=[CH:15][CH:14]=1.[Si:20](Cl)([C:23]([CH3:26])([CH3:25])[CH3:24])([CH3:22])[CH3:21].[Cl-].[NH4+], predict the reaction product. The product is: [NH2:3][C:4]1[N:8]([CH2:9][CH2:10][O:11][Si:20]([C:23]([CH3:26])([CH3:25])[CH3:24])([CH3:22])[CH3:21])[N:7]=[C:6]([OH:12])[C:5]=1[C:13]1[CH:18]=[CH:17][C:16]([CH3:19])=[CH:15][CH:14]=1.